This data is from Reaction yield outcomes from USPTO patents with 853,638 reactions. The task is: Predict the reaction yield, written as a fraction of the theoretical maximum amount of product (1.0 means a 100% yield; for example, 0.34 means a 34% yield). The reactants are [F:1][CH:2]([F:24])[O:3][C:4]1[CH:5]=[C:6]([N:10]2[CH:15]=[CH:14][C:13](=[O:16])[C:12]([C:17](=O)[CH:18]=[CH:19][N:20](C)C)=[N:11]2)[CH:7]=[CH:8][CH:9]=1.[C:25]1([NH:31]N)[CH:30]=[CH:29][CH:28]=[CH:27][CH:26]=1. The catalyst is CO. The product is [F:1][CH:2]([F:24])[O:3][C:4]1[CH:5]=[C:6]([N:10]2[CH:15]=[CH:14][C:13](=[O:16])[C:12]([C:17]3[N:31]([C:25]4[CH:30]=[CH:29][CH:28]=[CH:27][CH:26]=4)[N:20]=[CH:19][CH:18]=3)=[N:11]2)[CH:7]=[CH:8][CH:9]=1. The yield is 0.140.